This data is from Reaction yield outcomes from USPTO patents with 853,638 reactions. The task is: Predict the reaction yield, written as a fraction of the theoretical maximum amount of product (1.0 means a 100% yield; for example, 0.34 means a 34% yield). (1) The reactants are O.[Cl:2][C:3]1[CH:4]=[C:5]([CH:10]2[CH2:14][CH2:13][NH:12][CH2:11]2)[CH:6]=[C:7]([Cl:9])[CH:8]=1.[OH:15][C@H:16]([C:20]1[CH:25]=[CH:24][CH:23]=[CH:22][CH:21]=1)[C:17]([OH:19])=[O:18]. The catalyst is CC(O)C. The product is [OH:15][C@H:16]([C:20]1[CH:25]=[CH:24][CH:23]=[CH:22][CH:21]=1)[C:17]([OH:19])=[O:18].[Cl:2][C:3]1[CH:4]=[C:5]([C@H:10]2[CH2:14][CH2:13][NH:12][CH2:11]2)[CH:6]=[C:7]([Cl:9])[CH:8]=1. The yield is 0.180. (2) The reactants are [OH:1][C@@H:2]([CH3:7])[CH2:3][C:4]([OH:6])=[O:5].O1[B:13]([C@@H:14]([NH:19][C:20](=[O:38])[C@@H:21]([NH:29][C:30]([C:32]2[CH:37]=[N:36][CH:35]=[CH:34][N:33]=2)=[O:31])[CH2:22][C:23]2[CH:28]=[CH:27][CH:26]=[CH:25][CH:24]=2)[CH2:15][CH:16]([CH3:18])[CH3:17])O[B:13]([C@@H:14]([NH:19][C:20](=[O:38])[C@@H:21]([NH:29][C:30]([C:32]2[CH:37]=[N:36][CH:35]=[CH:34][N:33]=2)=[O:31])[CH2:22][C:23]2[CH:28]=[CH:27][CH:26]=[CH:25][CH:24]=2)[CH2:15][CH:16]([CH3:18])[CH3:17])O[B:13]1[C@@H:14]([NH:19][C:20](=[O:38])[C@@H:21]([NH:29][C:30]([C:32]1[CH:37]=[N:36][CH:35]=[CH:34][N:33]=1)=[O:31])[CH2:22][C:23]1[CH:28]=[CH:27][CH:26]=[CH:25][CH:24]=1)[CH2:15][CH:16]([CH3:18])[CH3:17]. The catalyst is CCOC(C)=O. The product is [CH2:22]([C@H:21]([NH:29][C:30]([C:32]1[CH:37]=[N:36][CH:35]=[CH:34][N:33]=1)=[O:31])[C:20]([NH:19][C@H:14]([B:13]1[O:1][C@@H:2]([CH3:7])[CH2:3][C:4](=[O:6])[O:5]1)[CH2:15][CH:16]([CH3:18])[CH3:17])=[O:38])[C:23]1[CH:28]=[CH:27][CH:26]=[CH:25][CH:24]=1. The yield is 0.960.